This data is from Forward reaction prediction with 1.9M reactions from USPTO patents (1976-2016). The task is: Predict the product of the given reaction. (1) Given the reactants C(=O)([O-])[O-].[K+].[K+].[CH3:7][O:8][C:9]1[CH:14]=[CH:13][C:12]([N+:15]([O-:17])=[O:16])=[CH:11][C:10]=1[OH:18].[CH2:19](Br)[C:20]1[CH:25]=[CH:24][CH:23]=[CH:22][CH:21]=1, predict the reaction product. The product is: [CH2:19]([O:18][C:10]1[CH:11]=[C:12]([N+:15]([O-:17])=[O:16])[CH:13]=[CH:14][C:9]=1[O:8][CH3:7])[C:20]1[CH:25]=[CH:24][CH:23]=[CH:22][CH:21]=1. (2) Given the reactants [CH2:1]([O:8][C:9]1[CH:14]=[CH:13][C:12]([CH2:15][OH:16])=[CH:11][C:10]=1[S:17]([C:20]1[CH:25]=[CH:24][C:23]([F:26])=[CH:22][CH:21]=1)(=[O:19])=[O:18])[C:2]1[CH:7]=[CH:6][CH:5]=[CH:4][CH:3]=1, predict the reaction product. The product is: [CH2:1]([O:8][C:9]1[CH:14]=[CH:13][C:12]([CH:15]=[O:16])=[CH:11][C:10]=1[S:17]([C:20]1[CH:21]=[CH:22][C:23]([F:26])=[CH:24][CH:25]=1)(=[O:19])=[O:18])[C:2]1[CH:3]=[CH:4][CH:5]=[CH:6][CH:7]=1. (3) Given the reactants Cl.[CH3:2][C@H:3]([O:7][C:8]1[N:16]=[C:15]2[C:11]([N:12]=[C:13]([O:28]C)[N:14]2[CH2:17][CH2:18][CH2:19][CH2:20][CH2:21][N:22]2[CH2:27][CH2:26][CH2:25][CH2:24][CH2:23]2)=[C:10]([NH2:30])[N:9]=1)[CH2:4][CH2:5][CH3:6], predict the reaction product. The product is: [NH2:30][C:10]1[N:9]=[C:8]([O:7][C@@H:3]([CH3:2])[CH2:4][CH2:5][CH3:6])[N:16]=[C:15]2[C:11]=1[NH:12][C:13](=[O:28])[N:14]2[CH2:17][CH2:18][CH2:19][CH2:20][CH2:21][N:22]1[CH2:23][CH2:24][CH2:25][CH2:26][CH2:27]1. (4) Given the reactants C([O:3][C:4](=[O:45])[CH2:5][O:6][C:7]1[CH:12]=[CH:11][C:10]([S:13]([N:16]2[CH2:25][CH:24]([CH2:26][CH2:27][C:28]3[CH:33]=[CH:32][CH:31]=[CH:30][CH:29]=3)[C:23]3[C:18](=[CH:19][C:20]([C:34]4[CH:39]=[CH:38][C:37]([C:40]([F:43])([F:42])[F:41])=[CH:36][CH:35]=4)=[CH:21][CH:22]=3)[CH2:17]2)(=[O:15])=[O:14])=[CH:9][C:8]=1[CH3:44])C.[OH-].[Na+], predict the reaction product. The product is: [CH3:44][C:8]1[CH:9]=[C:10]([S:13]([N:16]2[CH2:25][CH:24]([CH2:26][CH2:27][C:28]3[CH:33]=[CH:32][CH:31]=[CH:30][CH:29]=3)[C:23]3[C:18](=[CH:19][C:20]([C:34]4[CH:35]=[CH:36][C:37]([C:40]([F:42])([F:43])[F:41])=[CH:38][CH:39]=4)=[CH:21][CH:22]=3)[CH2:17]2)(=[O:14])=[O:15])[CH:11]=[CH:12][C:7]=1[O:6][CH2:5][C:4]([OH:45])=[O:3]. (5) The product is: [CH3:24][O:22][C:21]1[CH:20]=[CH:19][CH:18]=[C:16]2[C:15]=1[CH2:14][CH2:13][CH:12]([NH:4][CH2:3][CH2:2][CH3:1])[CH2:17]2. Given the reactants [CH3:1][CH2:2][CH2:3][N:4]([C@@H:12]1[CH2:17][C:16]2[CH:18]=[CH:19][CH:20]=[C:21]([OH:22])[C:15]=2[CH2:14][CH2:13]1)CCC1SC=CC=1.Cl.[CH3:24]OC1C=CC=C2C=1CCC(=O)C2.CCCN, predict the reaction product. (6) Given the reactants Br[C:2]1[C:10]2[O:9][CH:8]([CH2:11][O:12][S:13]([C:16]3[CH:21]=[CH:20][C:19]([CH3:22])=[CH:18][CH:17]=3)(=[O:15])=[O:14])[O:7][C:6]=2[CH:5]=[C:4]([Cl:23])[CH:3]=1.[CH3:24][O:25][C:26]1[CH:31]=[CH:30][C:29]([O:32][CH3:33])=[CH:28][C:27]=1B(O)O, predict the reaction product. The product is: [CH3:24][O:25][C:26]1[CH:31]=[CH:30][C:29]([O:32][CH3:33])=[CH:28][C:27]=1[C:2]1[C:10]2[O:9][CH:8]([CH2:11][O:12][S:13]([C:16]3[CH:21]=[CH:20][C:19]([CH3:22])=[CH:18][CH:17]=3)(=[O:15])=[O:14])[O:7][C:6]=2[CH:5]=[C:4]([Cl:23])[CH:3]=1. (7) Given the reactants [H-].C([Al+]CC(C)C)C(C)C.[Cl:11][C:12]1[C:17]([CH:18]=[C:19]([C:25]2[CH:30]=[CH:29][C:28]([F:31])=[CH:27][CH:26]=2)[C:20](OCC)=[O:21])=[CH:16][CH:15]=[CH:14][N:13]=1.CO, predict the reaction product. The product is: [Cl:11][C:12]1[C:17](/[CH:18]=[C:19](\[C:25]2[CH:26]=[CH:27][C:28]([F:31])=[CH:29][CH:30]=2)/[CH2:20][OH:21])=[CH:16][CH:15]=[CH:14][N:13]=1. (8) The product is: [C:22]([C:21]([NH:20][C:10]([C:7]1[CH:6]=[C:5]([O:13][C@@H:14]([CH3:19])[C:15]([F:18])([F:17])[F:16])[C:4]([CH:1]2[CH2:2][CH2:3]2)=[CH:9][N:8]=1)=[O:12])([CH3:29])[CH2:24][S:25]([CH3:28])(=[O:27])=[O:26])#[N:23]. Given the reactants [CH:1]1([C:4]2[C:5]([O:13][C@@H:14]([CH3:19])[C:15]([F:18])([F:17])[F:16])=[CH:6][C:7]([C:10]([OH:12])=O)=[N:8][CH:9]=2)[CH2:3][CH2:2]1.[NH2:20][C:21]([CH3:29])([CH2:24][S:25]([CH3:28])(=[O:27])=[O:26])[C:22]#[N:23], predict the reaction product. (9) Given the reactants C([O:8][C:9]1[CH:14]=[CH:13][C:12](/[CH:15]=[CH:16]/[C:17]([F:20])([F:19])[F:18])=[CH:11][CH:10]=1)C1C=CC=CC=1, predict the reaction product. The product is: [F:18][C:17]([F:19])([F:20])[CH2:16][CH2:15][C:12]1[CH:13]=[CH:14][C:9]([OH:8])=[CH:10][CH:11]=1. (10) Given the reactants [OH:1][C@H:2]([C:5]1[C:6]([F:16])=[C:7]([CH:13]=[CH:14][CH:15]=1)[C:8]([O:10][CH2:11][CH3:12])=[O:9])[CH2:3][OH:4].O.[C:18]1(C)[CH:23]=CC(S(O)(=O)=O)=C[CH:19]=1.C(=O)(O)[O-].[Na+], predict the reaction product. The product is: [CH3:19][C:18]1([CH3:23])[O:1][C@H:2]([C:5]2[C:6]([F:16])=[C:7]([CH:13]=[CH:14][CH:15]=2)[C:8]([O:10][CH2:11][CH3:12])=[O:9])[CH2:3][O:4]1.